Dataset: NCI-60 drug combinations with 297,098 pairs across 59 cell lines. Task: Regression. Given two drug SMILES strings and cell line genomic features, predict the synergy score measuring deviation from expected non-interaction effect. (1) Drug 1: CC1=C(C(CCC1)(C)C)C=CC(=CC=CC(=CC(=O)O)C)C. Drug 2: CC1C(C(CC(O1)OC2CC(OC(C2O)C)OC3=CC4=CC5=C(C(=O)C(C(C5)C(C(=O)C(C(C)O)O)OC)OC6CC(C(C(O6)C)O)OC7CC(C(C(O7)C)O)OC8CC(C(C(O8)C)O)(C)O)C(=C4C(=C3C)O)O)O)O. Cell line: LOX IMVI. Synergy scores: CSS=42.8, Synergy_ZIP=12.7, Synergy_Bliss=11.4, Synergy_Loewe=-22.5, Synergy_HSA=5.28. (2) Drug 1: CC1C(C(CC(O1)OC2CC(CC3=C2C(=C4C(=C3O)C(=O)C5=C(C4=O)C(=CC=C5)OC)O)(C(=O)CO)O)N)O.Cl. Drug 2: C(CC(=O)O)C(=O)CN.Cl. Cell line: SW-620. Synergy scores: CSS=0.844, Synergy_ZIP=0.828, Synergy_Bliss=2.10, Synergy_Loewe=-0.415, Synergy_HSA=0.709. (3) Drug 1: C1CCC(CC1)NC(=O)N(CCCl)N=O. Drug 2: CC12CCC3C(C1CCC2OP(=O)(O)O)CCC4=C3C=CC(=C4)OC(=O)N(CCCl)CCCl.[Na+]. Cell line: OVCAR-4. Synergy scores: CSS=-0.178, Synergy_ZIP=-2.16, Synergy_Bliss=-4.82, Synergy_Loewe=-6.61, Synergy_HSA=-5.06. (4) Drug 1: C1CC(=O)NC(=O)C1N2CC3=C(C2=O)C=CC=C3N. Drug 2: CCCCCOC(=O)NC1=NC(=O)N(C=C1F)C2C(C(C(O2)C)O)O. Cell line: OVCAR-5. Synergy scores: CSS=4.32, Synergy_ZIP=-2.46, Synergy_Bliss=-1.53, Synergy_Loewe=-0.236, Synergy_HSA=-0.144. (5) Drug 1: CCCS(=O)(=O)NC1=C(C(=C(C=C1)F)C(=O)C2=CNC3=C2C=C(C=N3)C4=CC=C(C=C4)Cl)F. Drug 2: CC1=C(C(=CC=C1)Cl)NC(=O)C2=CN=C(S2)NC3=CC(=NC(=N3)C)N4CCN(CC4)CCO. Cell line: SK-MEL-2. Synergy scores: CSS=-3.11, Synergy_ZIP=0.528, Synergy_Bliss=-2.46, Synergy_Loewe=-6.13, Synergy_HSA=-5.87.